From a dataset of Catalyst prediction with 721,799 reactions and 888 catalyst types from USPTO. Predict which catalyst facilitates the given reaction. (1) Reactant: I[C:2]1[CH:8]=[CH:7][C:5]([NH2:6])=[CH:4][CH:3]=1.[Cl:9][C:10]1[CH:15]=[C:14]([Cl:16])[CH:13]=[CH:12][C:11]=1B(O)O.C([O-])([O-])=O.[K+].[K+].O. Product: [Cl:9][C:10]1[CH:15]=[C:14]([Cl:16])[CH:13]=[CH:12][C:11]=1[C:2]1[CH:8]=[CH:7][C:5]([NH2:6])=[CH:4][CH:3]=1. The catalyst class is: 800. (2) Reactant: F[C:2]1[CH:7]=[CH:6][C:5]([N+:8]([O-:10])=[O:9])=[CH:4][CH:3]=1.[C:11]1([CH:17]2[CH2:22][CH2:21][NH:20][CH2:19][CH2:18]2)[CH:16]=[CH:15][CH:14]=[CH:13][CH:12]=1.C(=O)([O-])[O-].[K+].[K+].[Al]. Product: [N+:8]([C:5]1[CH:6]=[CH:7][C:2]([N:20]2[CH2:21][CH2:22][CH:17]([C:11]3[CH:16]=[CH:15][CH:14]=[CH:13][CH:12]=3)[CH2:18][CH2:19]2)=[CH:3][CH:4]=1)([O-:10])=[O:9]. The catalyst class is: 374. (3) Reactant: [F:1][C:2]1[CH:9]=[CH:8][C:5]([CH2:6]Br)=[CH:4][CH:3]=1.[NH:10]1[CH2:15][CH2:14][CH2:13][CH2:12][C:11]1=[O:16].[H-].[Na+]. Product: [F:1][C:2]1[CH:9]=[CH:8][C:5]([CH2:6][N:10]2[CH2:15][CH2:14][CH2:13][CH2:12][C:11]2=[O:16])=[CH:4][CH:3]=1. The catalyst class is: 3. (4) Reactant: [NH:1]1[C:9]2[CH:8]=[CH:7][N:6]=[CH:5][C:4]=2[CH:3]=[C:2]1[C:10]([OH:12])=O.Cl.[CH2:14]([O:21][C:22]1[CH:27]=[CH:26][C:25]([CH2:28][CH2:29][NH2:30])=[CH:24][CH:23]=1)[C:15]1[CH:20]=[CH:19][CH:18]=[CH:17][CH:16]=1.CN(C(ON1N=NC2C=CC=NC1=2)=[N+](C)C)C.F[P-](F)(F)(F)(F)F.CCN(C(C)C)C(C)C. Product: [CH2:14]([O:21][C:22]1[CH:23]=[CH:24][C:25]([CH2:28][CH2:29][NH:30][C:10]([C:2]2[NH:1][C:9]3[CH:8]=[CH:7][N:6]=[CH:5][C:4]=3[CH:3]=2)=[O:12])=[CH:26][CH:27]=1)[C:15]1[CH:16]=[CH:17][CH:18]=[CH:19][CH:20]=1. The catalyst class is: 3. (5) Reactant: [CH3:1][CH:2]([CH3:41])[CH2:3][C@H:4]([NH:19][C:20](=[O:40])[C@@H:21]([NH:30][C:31](=[O:39])[CH2:32][N:33]1[CH2:38][CH2:37][O:36][CH2:35][CH2:34]1)[CH2:22][CH2:23][C:24]1[CH:29]=[CH:28][CH:27]=[CH:26][CH:25]=1)[C:5]([NH:7][C@@H:8]([CH2:12][C:13]1[CH:18]=[CH:17][CH:16]=[CH:15][CH:14]=1)[C:9](O)=[O:10])=[O:6].C[N+]1(C2N=C(OC)N=C(OC)N=2)CCOCC1.[Cl-].[NH2:60][C@@H:61]([CH2:92][CH:93]([CH3:95])[CH3:94])[C:62](=[O:91])[C@@:63]([OH:90])([CH3:89])[CH2:64][O:65][S:66]([C:69]1[C:86]([CH3:87])=[CH:85][C:72]([O:73][CH2:74][C:75]([O:77][CH2:78][C:79]2[CH:84]=[CH:83][CH:82]=[CH:81][CH:80]=2)=[O:76])=[CH:71][C:70]=1[CH3:88])(=[O:68])=[O:67].CN1CCOCC1. Product: [CH2:12]([C@@H:8]([C:9](=[O:10])[NH:60][C@@H:61]([CH2:92][CH:93]([CH3:95])[CH3:94])[C:62](=[O:91])[C@@:63]([OH:90])([CH3:89])[CH2:64][O:65][S:66]([C:69]1[C:86]([CH3:87])=[CH:85][C:72]([O:73][CH2:74][C:75]([O:77][CH2:78][C:79]2[CH:80]=[CH:81][CH:82]=[CH:83][CH:84]=2)=[O:76])=[CH:71][C:70]=1[CH3:88])(=[O:67])=[O:68])[NH:7][C:5](=[O:6])[C@H:4]([CH2:3][CH:2]([CH3:1])[CH3:41])[NH:19][C:20](=[O:40])[C@H:21]([CH2:22][CH2:23][C:24]1[CH:29]=[CH:28][CH:27]=[CH:26][CH:25]=1)[NH:30][C:31](=[O:39])[CH2:32][N:33]1[CH2:38][CH2:37][O:36][CH2:35][CH2:34]1)[C:13]1[CH:14]=[CH:15][CH:16]=[CH:17][CH:18]=1. The catalyst class is: 2. (6) Reactant: [CH2:1]([NH2:7])[C:2]1[O:6][CH:5]=[CH:4][CH:3]=1.[S:8]1[CH:12]=[CH:11][CH:10]=[C:9]1[CH:13]=O.C(O[BH-](OC(=O)C)OC(=O)C)(=O)C.[Na+]. Product: [O:6]1[CH:5]=[CH:4][CH:3]=[C:2]1[CH2:1][NH:7][CH2:13][C:9]1[S:8][CH:12]=[CH:11][CH:10]=1. The catalyst class is: 4. (7) Product: [CH3:36][S:33]([C:31]1[CH:30]=[CH:29][C:28]([O:37][CH2:4][C:3]2[CH:6]=[CH:7][C:8]([F:10])=[CH:9][C:2]=2[Cl:1])=[C:27]([C:22]2[N:21]([C:17]3[CH:16]=[C:15]([CH:20]=[CH:19][CH:18]=3)[C:14]([OH:38])=[O:13])[C:25]([CH3:26])=[CH:24][CH:23]=2)[CH:32]=1)(=[O:35])=[O:34]. Reactant: [Cl:1][C:2]1[CH:9]=[C:8]([F:10])[CH:7]=[CH:6][C:3]=1[CH2:4]Br.C([O:13][C:14](=[O:38])[C:15]1[CH:20]=[CH:19][CH:18]=[C:17]([N:21]2[C:25]([CH3:26])=[CH:24][CH:23]=[C:22]2[C:27]2[CH:32]=[C:31]([S:33]([CH3:36])(=[O:35])=[O:34])[CH:30]=[CH:29][C:28]=2[OH:37])[CH:16]=1)C.C([O-])([O-])=O.[K+].[K+]. The catalyst class is: 31.